Dataset: Peptide-MHC class I binding affinity with 185,985 pairs from IEDB/IMGT. Task: Regression. Given a peptide amino acid sequence and an MHC pseudo amino acid sequence, predict their binding affinity value. This is MHC class I binding data. (1) The peptide sequence is KAEMQLKIDK. The MHC is HLA-A31:01 with pseudo-sequence HLA-A31:01. The binding affinity (normalized) is 0.252. (2) The peptide sequence is MLEMWKNGPCY. The MHC is Mamu-B17 with pseudo-sequence Mamu-B17. The binding affinity (normalized) is 0.0650.